From a dataset of CYP3A4 inhibition data for predicting drug metabolism from PubChem BioAssay. Regression/Classification. Given a drug SMILES string, predict its absorption, distribution, metabolism, or excretion properties. Task type varies by dataset: regression for continuous measurements (e.g., permeability, clearance, half-life) or binary classification for categorical outcomes (e.g., BBB penetration, CYP inhibition). Dataset: cyp3a4_veith. (1) The compound is COc1cc(OC)c(/C=C2/C(=O)Nc3ccccc32)c(OC)c1. The result is 1 (inhibitor). (2) The compound is CCc1ccc2c(c1)c(N=NC1=NC(=O)CS1)c(O)n2CC. The result is 0 (non-inhibitor). (3) The compound is COC(=O)[C@H](C)NC(=O)C/C=C\[C@@H](C)CO. The result is 0 (non-inhibitor). (4) The molecule is O=C(O)/C=C\C(=O)N1Cc2cc3ccccc3nc2C1. The result is 0 (non-inhibitor). (5) The compound is CC(C)C1=C[C@@]23CC[C@H]4[C@](C)(C(=O)O)CCC[C@]4(C)[C@@H]2C[C@@H]1[C@@H](C(=O)O)[C@@H]3C(=O)O. The result is 0 (non-inhibitor). (6) The drug is O=c1c2ccccc2c(-c2ccccc2)nn1-c1ccc(Cl)c(Cl)c1. The result is 0 (non-inhibitor). (7) The drug is CCOC(=O)c1cc(CC)sc1NC(=O)c1cc(OCC)c(OCC)c(OCC)c1. The result is 1 (inhibitor).